This data is from NCI-60 drug combinations with 297,098 pairs across 59 cell lines. The task is: Regression. Given two drug SMILES strings and cell line genomic features, predict the synergy score measuring deviation from expected non-interaction effect. (1) Drug 1: CCC1=C2CN3C(=CC4=C(C3=O)COC(=O)C4(CC)O)C2=NC5=C1C=C(C=C5)O. Drug 2: CN(CCCl)CCCl.Cl. Cell line: UACC62. Synergy scores: CSS=50.8, Synergy_ZIP=-4.03, Synergy_Bliss=-0.137, Synergy_Loewe=-9.45, Synergy_HSA=2.35. (2) Drug 1: CC1=C(C=C(C=C1)NC2=NC=CC(=N2)N(C)C3=CC4=NN(C(=C4C=C3)C)C)S(=O)(=O)N.Cl. Drug 2: CN1CCC(CC1)COC2=C(C=C3C(=C2)N=CN=C3NC4=C(C=C(C=C4)Br)F)OC. Cell line: SK-OV-3. Synergy scores: CSS=13.9, Synergy_ZIP=-3.72, Synergy_Bliss=4.65, Synergy_Loewe=-15.2, Synergy_HSA=2.84. (3) Drug 1: CN(C)C1=NC(=NC(=N1)N(C)C)N(C)C. Drug 2: COC1=C2C(=CC3=C1OC=C3)C=CC(=O)O2. Cell line: SK-OV-3. Synergy scores: CSS=-2.87, Synergy_ZIP=0.853, Synergy_Bliss=0.0366, Synergy_Loewe=-1.11, Synergy_HSA=-1.21.